From a dataset of Aqueous solubility values for 9,982 compounds from the AqSolDB database. Regression/Classification. Given a drug SMILES string, predict its absorption, distribution, metabolism, or excretion properties. Task type varies by dataset: regression for continuous measurements (e.g., permeability, clearance, half-life) or binary classification for categorical outcomes (e.g., BBB penetration, CYP inhibition). For this dataset (solubility_aqsoldb), we predict Y. The molecule is Nc1ccc(Br)cc1C(=O)O. The Y is -3.07 log mol/L.